From a dataset of Forward reaction prediction with 1.9M reactions from USPTO patents (1976-2016). Predict the product of the given reaction. (1) Given the reactants C([C:3]1[CH:4]=[C:5]([CH:11]=[CH:12][C:13]=1F)[CH2:6]NC(N)=O)#N.[H-].[Na+].[CH2:17]([O:24]C1C=CC(CCl)=CC=1)[C:18]1[CH:23]=[CH:22][CH:21]=[CH:20][CH:19]=1, predict the reaction product. The product is: [CH2:17]([O:24][CH2:6][C:5]1[CH:4]=[CH:3][CH:13]=[CH:12][CH:11]=1)[C:18]1[CH:23]=[CH:22][CH:21]=[CH:20][CH:19]=1. (2) Given the reactants Cl[C:2]1[C:7]([C:8]([NH:10][C:11]([NH:13][C:14]2[CH:19]=[CH:18][CH:17]=[C:16]([O:20][CH:21]([CH3:23])[CH3:22])[CH:15]=2)=[O:12])=[O:9])=[CH:6][N:5]=[C:4]2[N:24]([CH3:28])[N:25]=[C:26]([CH3:27])[C:3]=12.[NH:29]1[CH2:34][CH2:33][CH:32]([C:35]([O:37][CH2:38][CH3:39])=[O:36])[CH2:31][CH2:30]1, predict the reaction product. The product is: [CH3:28][N:24]1[C:4]2=[N:5][CH:6]=[C:7]([C:8](=[O:9])[NH:10][C:11]([NH:13][C:14]3[CH:19]=[CH:18][CH:17]=[C:16]([O:20][CH:21]([CH3:23])[CH3:22])[CH:15]=3)=[O:12])[C:2]([N:29]3[CH2:34][CH2:33][CH:32]([C:35]([O:37][CH2:38][CH3:39])=[O:36])[CH2:31][CH2:30]3)=[C:3]2[C:26]([CH3:27])=[N:25]1. (3) Given the reactants [F:1][C:2]1[C:7]([O:8][CH3:9])=[CH:6][C:5]([O:10][CH3:11])=[C:4]([F:12])[C:3]=1[C:13]1[N:18]=[CH:17][C:16]2[C:19](I)=[N:20][N:21](C3CCCCO3)[C:15]=2[CH:14]=1.[CH3:29][N:30]1[CH2:34][CH2:33][CH2:32][CH:31]1[CH2:35][CH2:36][N:37]1[CH2:45][C:44]2[C:39](=[CH:40][CH:41]=[C:42](B3OC(C)(C)C(C)(C)O3)[CH:43]=2)[C:38]1=[O:55], predict the reaction product. The product is: [F:12][C:4]1[C:5]([O:10][CH3:11])=[CH:6][C:7]([O:8][CH3:9])=[C:2]([F:1])[C:3]=1[C:13]1[N:18]=[CH:17][C:16]2[C:19]([C:42]3[CH:43]=[C:44]4[C:39](=[CH:40][CH:41]=3)[C:38](=[O:55])[N:37]([CH2:36][CH2:35][CH:31]3[CH2:32][CH2:33][CH2:34][N:30]3[CH3:29])[CH2:45]4)=[N:20][NH:21][C:15]=2[CH:14]=1. (4) The product is: [C:1]12([N:6]3[CH:19]=[C:18]4[C:8]([C:9](=[O:20])[CH2:10][C:11]5([CH2:17]4)[CH2:16][CH2:15][NH:14][CH2:13][CH2:12]5)=[N:7]3)[CH2:2][CH:3]([CH2:5]1)[CH2:4]2. Given the reactants [C:1]12([N:6]3[CH2:19][C:18]4[CH2:17][C:11]5([CH2:16][CH2:15][NH:14][CH2:13][CH2:12]5)[CH2:10][C:9](=[O:20])[C:8]=4[N:7]3C(OCC3C=CC=CC=3)=O)[CH2:5][CH:3]([CH2:4]1)[CH2:2]2.CC1CC=CCC=1, predict the reaction product.